This data is from M1 muscarinic receptor antagonist screen with 61,756 compounds. The task is: Binary Classification. Given a drug SMILES string, predict its activity (active/inactive) in a high-throughput screening assay against a specified biological target. (1) The compound is S(=O)(=O)(NCCC(=O)N1CCc2c(C1)cccc2)c1cc2CCN(c2cc1)C(=O)CC. The result is 0 (inactive). (2) The drug is Fc1ccc(N2CCN(C(=O)C3N(C(=O)CC3)Cc3cccnc3)CC2)cc1. The result is 0 (inactive). (3) The drug is S(=O)(=O)(Nc1cccnc1)c1cc2OCCOc2cc1. The result is 0 (inactive). (4) The drug is O1CCN(CC1)c1nc(Oc2ccccc2)nc(Oc2ccccc2)n1. The result is 0 (inactive).